Dataset: Full USPTO retrosynthesis dataset with 1.9M reactions from patents (1976-2016). Task: Predict the reactants needed to synthesize the given product. (1) Given the product [F:22][C:16]1[C:15]([F:23])=[C:14]([N:11]2[CH2:12][CH2:13][NH:8][CH2:9][CH2:10]2)[CH:19]=[CH:18][C:17]=1[C:20]#[N:21].[F:24][C:25]([F:30])([F:29])[C:26]([OH:28])=[O:27], predict the reactants needed to synthesize it. The reactants are: C(OC([N:8]1[CH2:13][CH2:12][N:11]([C:14]2[CH:19]=[CH:18][C:17]([C:20]#[N:21])=[C:16]([F:22])[C:15]=2[F:23])[CH2:10][CH2:9]1)=O)(C)(C)C.[F:24][C:25]([F:30])([F:29])[C:26]([OH:28])=[O:27]. (2) Given the product [F:1][C:2]1[CH:3]=[C:4]([CH:5]=[C:6]([C:8]2([O:14][CH3:15])[CH2:9][CH2:10][O:11][CH2:12][CH2:13]2)[CH:7]=1)[O:16][CH2:18][C:19]1[CH:28]=[CH:27][C:22]([C:23]([O:25][CH3:26])=[O:24])=[CH:21][CH:20]=1, predict the reactants needed to synthesize it. The reactants are: [F:1][C:2]1[CH:3]=[C:4]([OH:16])[CH:5]=[C:6]([C:8]2([O:14][CH3:15])[CH2:13][CH2:12][O:11][CH2:10][CH2:9]2)[CH:7]=1.Br[CH2:18][C:19]1[CH:28]=[CH:27][C:22]([C:23]([O:25][CH3:26])=[O:24])=[CH:21][CH:20]=1.C([O-])([O-])=O.[K+].[K+].O. (3) The reactants are: C(OC([N:8]1[CH2:14][CH2:13][C:12]2[C:15]([NH:20][CH2:21][C:22]3[CH:27]=[CH:26][C:25]([C:28](=[O:33])[NH:29][CH2:30][CH2:31][CH3:32])=[C:24]([F:34])[CH:23]=3)=[C:16]([Cl:19])[CH:17]=[CH:18][C:11]=2[CH2:10][CH2:9]1)=O)(C)(C)C. Given the product [Cl:19][C:16]1[CH:17]=[CH:18][C:11]2[CH2:10][CH2:9][NH:8][CH2:14][CH2:13][C:12]=2[C:15]=1[NH:20][CH2:21][C:22]1[CH:27]=[CH:26][C:25]([C:28](=[O:33])[NH:29][CH2:30][CH2:31][CH3:32])=[C:24]([F:34])[CH:23]=1, predict the reactants needed to synthesize it. (4) Given the product [C:38]([C:33]1[CH:34]=[N:35][N:36]([CH3:37])[C:32]=1[NH:31][C:11]([C:13]1[CH:14]=[CH:15][C:16]([O:27][CH:28]([F:30])[F:29])=[C:17]2[O:21][C:20]([CH:22]3[CH2:26][CH2:25][O:24][CH2:23]3)=[CH:19][C:18]=12)=[O:12])#[N:39], predict the reactants needed to synthesize it. The reactants are: [N+](C1C=CC(O[C:11]([C:13]2[CH:14]=[CH:15][C:16]([O:27][CH:28]([F:30])[F:29])=[C:17]3[O:21][C:20]([CH:22]4[CH2:26][CH2:25][O:24][CH2:23]4)=[CH:19][C:18]=23)=[O:12])=CC=1)([O-])=O.[NH2:31][C:32]1[N:36]([CH3:37])[N:35]=[CH:34][C:33]=1[C:38]#[N:39]. (5) Given the product [C:27]([C:23]1[C:24]([F:26])=[CH:25][C:20]([C:17]2[CH:18]=[CH:19][N:15]([C@H:13]([CH3:14])[CH2:12][NH:11][C:9]([C:6]3[CH:5]=[C:4]([CH:1]([OH:3])[CH3:2])[O:8][N:7]=3)=[O:10])[N:16]=2)=[CH:21][C:22]=1[F:29])#[N:28], predict the reactants needed to synthesize it. The reactants are: [C:1]([C:4]1[O:8][N:7]=[C:6]([C:9]([NH:11][CH2:12][C@H:13]([N:15]2[CH:19]=[CH:18][C:17]([C:20]3[CH:25]=[C:24]([F:26])[C:23]([C:27]#[N:28])=[C:22]([F:29])[CH:21]=3)=[N:16]2)[CH3:14])=[O:10])[CH:5]=1)(=[O:3])[CH3:2].[BH4-].[Na+]. (6) Given the product [CH2:14]1[C:10]2[C:11](=[CH:38][CH:34]=[CH:35][CH:36]=2)[CH2:12][CH2:13]1, predict the reactants needed to synthesize it. The reactants are: CN(C(ON1N=N[C:11]2[CH:12]=[CH:13][CH:14]=N[C:10]1=2)=[N+](C)C)C.F[P-](F)(F)(F)(F)F.CCN(C(C)C)C(C)C.[CH2:34]1[CH2:38]O[CH2:36][CH2:35]1. (7) Given the product [C:2]1([C:1]([C:8]2[CH:13]=[CH:12][CH:11]=[CH:10][CH:9]=2)=[N+:14]=[N-:15])[CH:3]=[CH:4][CH:5]=[CH:6][CH:7]=1, predict the reactants needed to synthesize it. The reactants are: [C:1](=[N:14][NH2:15])([C:8]1[CH:13]=[CH:12][CH:11]=[CH:10][CH:9]=1)[C:2]1[CH:7]=[CH:6][CH:5]=[CH:4][CH:3]=1.S([O-])([O-])(=O)=O.[Na+].[Na+].[OH-].[K+]. (8) Given the product [N:10]1([C:2]2[CH:9]=[CH:8][C:5]([C:6]#[N:7])=[CH:4][CH:3]=2)[CH2:15][CH2:14][CH2:13][CH2:12][CH2:11]1, predict the reactants needed to synthesize it. The reactants are: Cl[C:2]1[CH:9]=[CH:8][C:5]([C:6]#[N:7])=[CH:4][CH:3]=1.[NH:10]1[CH2:15][CH2:14][CH2:13][CH2:12][CH2:11]1. (9) Given the product [CH3:8][S:7][C:4]1[N:3]=[C:2]([C:11]2[CH:16]=[CH:15][CH:14]=[CH:13][CH:12]=2)[S:6][N:5]=1, predict the reactants needed to synthesize it. The reactants are: Cl[C:2]1[S:6][N:5]=[C:4]([S:7][CH3:8])[N:3]=1.C[Sn](C)(C)[C:11]1[CH:16]=[CH:15][CH:14]=[CH:13][CH:12]=1.[F-].[K+].